This data is from NCI-60 drug combinations with 297,098 pairs across 59 cell lines. The task is: Regression. Given two drug SMILES strings and cell line genomic features, predict the synergy score measuring deviation from expected non-interaction effect. (1) Drug 1: CC1=C(C=C(C=C1)NC2=NC=CC(=N2)N(C)C3=CC4=NN(C(=C4C=C3)C)C)S(=O)(=O)N.Cl. Drug 2: C1CC(=O)NC(=O)C1N2CC3=C(C2=O)C=CC=C3N. Cell line: SK-MEL-5. Synergy scores: CSS=-4.94, Synergy_ZIP=1.03, Synergy_Bliss=-2.98, Synergy_Loewe=-5.25, Synergy_HSA=-5.46. (2) Drug 1: CCC1(CC2CC(C3=C(CCN(C2)C1)C4=CC=CC=C4N3)(C5=C(C=C6C(=C5)C78CCN9C7C(C=CC9)(C(C(C8N6C=O)(C(=O)OC)O)OC(=O)C)CC)OC)C(=O)OC)O.OS(=O)(=O)O. Drug 2: CC12CCC3C(C1CCC2OP(=O)(O)O)CCC4=C3C=CC(=C4)OC(=O)N(CCCl)CCCl.[Na+]. Cell line: HCT116. Synergy scores: CSS=9.49, Synergy_ZIP=-3.19, Synergy_Bliss=-5.35, Synergy_Loewe=-1.83, Synergy_HSA=-1.26. (3) Drug 1: C1CN1P(=S)(N2CC2)N3CC3. Drug 2: CC1C(C(CC(O1)OC2CC(CC3=C2C(=C4C(=C3O)C(=O)C5=CC=CC=C5C4=O)O)(C(=O)C)O)N)O. Cell line: MALME-3M. Synergy scores: CSS=46.1, Synergy_ZIP=-0.136, Synergy_Bliss=1.10, Synergy_Loewe=-60.0, Synergy_HSA=0.163. (4) Drug 1: C1=NC2=C(N1)C(=S)N=C(N2)N. Drug 2: CS(=O)(=O)OCCCCOS(=O)(=O)C. Cell line: MOLT-4. Synergy scores: CSS=54.4, Synergy_ZIP=-3.95, Synergy_Bliss=-4.78, Synergy_Loewe=-8.03, Synergy_HSA=-3.15.